From a dataset of Peptide-MHC class II binding affinity with 134,281 pairs from IEDB. Regression. Given a peptide amino acid sequence and an MHC pseudo amino acid sequence, predict their binding affinity value. This is MHC class II binding data. (1) The peptide sequence is ITYVATATLPNYCRA. The MHC is HLA-DPA10301-DPB10402 with pseudo-sequence HLA-DPA10301-DPB10402. The binding affinity (normalized) is 0.286. (2) The peptide sequence is GTKTPVSPGEMRLRD. The MHC is DRB3_0301 with pseudo-sequence DRB3_0301. The binding affinity (normalized) is 0.181. (3) The peptide sequence is QPNLKALREKVLGLP. The MHC is HLA-DQA10102-DQB10502 with pseudo-sequence HLA-DQA10102-DQB10502. The binding affinity (normalized) is 0.